From a dataset of Forward reaction prediction with 1.9M reactions from USPTO patents (1976-2016). Predict the product of the given reaction. (1) Given the reactants [Cl:1][C:2]1[CH:3]=[CH:4][C:5]2[O:9][CH:8]=[C:7]([CH2:10][CH2:11]I)[C:6]=2[CH:13]=1.[N:14]1([C:20]2[CH:21]=[CH:22][CH:23]=[C:24]3[C:29]=2[N:28]=[CH:27][CH:26]=[CH:25]3)[CH2:19][CH2:18][NH:17][CH2:16][CH2:15]1.C(N(CC)C(C)C)(C)C, predict the reaction product. The product is: [Cl:1][C:2]1[CH:3]=[CH:4][C:5]2[O:9][CH:8]=[C:7]([CH2:10][CH2:11][N:17]3[CH2:18][CH2:19][N:14]([C:20]4[CH:21]=[CH:22][CH:23]=[C:24]5[C:29]=4[N:28]=[CH:27][CH:26]=[CH:25]5)[CH2:15][CH2:16]3)[C:6]=2[CH:13]=1. (2) Given the reactants [Br:1][C:2]1[CH:7]=[CH:6][C:5]([C@@H:8]([N:10]2[CH2:15][CH2:14][C@@:13]([C:20]3[CH:25]=[CH:24][C:23]([F:26])=[CH:22][CH:21]=3)([CH2:16][CH2:17][CH2:18][OH:19])[O:12][C:11]2=[O:27])[CH3:9])=[CH:4][CH:3]=1.C1C=C[NH+]=CC=1.C1C=C[NH+]=CC=1.[O-][Cr](O[Cr]([O-])(=O)=O)(=O)=O, predict the reaction product. The product is: [Br:1][C:2]1[CH:7]=[CH:6][C:5]([C@@H:8]([N:10]2[CH2:15][CH2:14][C@:13]([CH2:16][CH2:17][CH:18]=[O:19])([C:20]3[CH:25]=[CH:24][C:23]([F:26])=[CH:22][CH:21]=3)[O:12][C:11]2=[O:27])[CH3:9])=[CH:4][CH:3]=1.